This data is from Catalyst prediction with 721,799 reactions and 888 catalyst types from USPTO. The task is: Predict which catalyst facilitates the given reaction. The catalyst class is: 18. Reactant: CCN(C(C)C)C(C)C.[F:10][C:11]1[CH:19]=[CH:18][C:14]([C:15]([OH:17])=O)=[CH:13][CH:12]=1.CCN=C=NCCCN(C)C.C1C=CC2N(O)N=NC=2C=1.Cl.[O:42]=[C:43]([N:61]1[CH2:66][CH2:65][NH:64][CH2:63][CH2:62]1)[CH2:44][NH:45][C:46](=[O:60])[C:47]1[CH:52]=[CH:51][C:50]([O:53][C:54]2[CH:59]=[CH:58][CH:57]=[CH:56][CH:55]=2)=[CH:49][CH:48]=1. Product: [F:10][C:11]1[CH:12]=[CH:13][C:14]([C:15]([N:64]2[CH2:65][CH2:66][N:61]([C:43](=[O:42])[CH2:44][NH:45][C:46](=[O:60])[C:47]3[CH:48]=[CH:49][C:50]([O:53][C:54]4[CH:55]=[CH:56][CH:57]=[CH:58][CH:59]=4)=[CH:51][CH:52]=3)[CH2:62][CH2:63]2)=[O:17])=[CH:18][CH:19]=1.